Task: Predict which catalyst facilitates the given reaction.. Dataset: Catalyst prediction with 721,799 reactions and 888 catalyst types from USPTO (1) Reactant: [C:1]([O:4][C@H:5]1[C@H:13]([O:14][C:15](=[O:17])[CH3:16])[C@@H:12]([CH2:18][O:19][Si](C(C)(C)C)(C)C)[O:11][C@H:7]([S:8][CH2:9][CH3:10])[C@H:6]1[N:27]=[N+:28]=[N-:29])(=[O:3])[CH3:2]. The catalyst class is: 1. Product: [C:1]([O:4][C@H:5]1[C@H:13]([O:14][C:15](=[O:17])[CH3:16])[C@@H:12]([CH2:18][OH:19])[O:11][C@H:7]([S:8][CH2:9][CH3:10])[C@H:6]1[N:27]=[N+:28]=[N-:29])(=[O:3])[CH3:2]. (2) Reactant: [NH2:1][C:2]1[CH:3]=[C:4]([C:16]2[CH:17]=[CH:18][C:19]3[N:20]([C:22]([C:25]4[CH:32]=[CH:31][C:28]([C:29]#[N:30])=[CH:27][CH:26]=4)=[CH:23][N:24]=3)[N:21]=2)[CH:5]=[CH:6][C:7]=1[C:8]([N:10]1[CH2:15][CH2:14][O:13][CH2:12][CH2:11]1)=[O:9].[C:33](Cl)(=[O:35])[CH3:34].C([O-])(O)=O.[Na+]. Product: [C:29]([C:28]1[CH:31]=[CH:32][C:25]([C:22]2[N:20]3[N:21]=[C:16]([C:4]4[CH:5]=[CH:6][C:7]([C:8]([N:10]5[CH2:15][CH2:14][O:13][CH2:12][CH2:11]5)=[O:9])=[C:2]([NH:1][C:33](=[O:35])[CH3:34])[CH:3]=4)[CH:17]=[CH:18][C:19]3=[N:24][CH:23]=2)=[CH:26][CH:27]=1)#[N:30]. The catalyst class is: 46. (3) Reactant: [Si]([O:8][CH:9]1[CH2:13][N:12]([C:14]2[CH:19]=[CH:18][N:17]3[N:20]=[CH:21][C:22]([C:23]([O:25][CH2:26][CH3:27])=[O:24])=[C:16]3[N:15]=2)[C@@H:11]([C:28]2[CH:33]=[C:32]([F:34])[CH:31]=[CH:30][C:29]=2[O:35][CH3:36])[CH2:10]1)(C(C)(C)C)(C)C.CCCC[N+](CCCC)(CCCC)CCCC.[F-]. The catalyst class is: 49. Product: [F:34][C:32]1[CH:31]=[CH:30][C:29]([O:35][CH3:36])=[C:28]([C@H:11]2[CH2:10][CH:9]([OH:8])[CH2:13][N:12]2[C:14]2[CH:19]=[CH:18][N:17]3[N:20]=[CH:21][C:22]([C:23]([O:25][CH2:26][CH3:27])=[O:24])=[C:16]3[N:15]=2)[CH:33]=1. (4) Reactant: [S:1]1[C:5]([CH2:6][O:7][C:8]([NH:10][C@H:11]([CH2:33][C:34]2[CH:39]=[CH:38][CH:37]=[CH:36][CH:35]=2)[CH2:12][NH:13][CH2:14][C@@H:15]([NH:23][C:24]([O:26][CH2:27][C:28]2[S:32][CH:31]=[N:30][CH:29]=2)=[O:25])[CH2:16][C:17]2[CH:22]=[CH:21][CH:20]=[CH:19][CH:18]=2)=[O:9])=[CH:4][N:3]=[CH:2]1.C(N(CC)CC)C.[C:47](Cl)(=[O:54])[C:48]1[CH:53]=[CH:52][CH:51]=[CH:50][CH:49]=1.C(OCC)(=O)C. Product: [C:47]([N:13]([CH2:14][C@H:15]([NH:23][C:24]([O:26][CH2:27][C:28]1[S:32][CH:31]=[N:30][CH:29]=1)=[O:25])[CH2:16][C:17]1[CH:18]=[CH:19][CH:20]=[CH:21][CH:22]=1)[CH2:12][C@@H:11]([NH:10][C:8]([O:7][CH2:6][C:5]1[S:1][CH:2]=[N:3][CH:4]=1)=[O:9])[CH2:33][C:34]1[CH:39]=[CH:38][CH:37]=[CH:36][CH:35]=1)(=[O:54])[C:48]1[CH:53]=[CH:52][CH:51]=[CH:50][CH:49]=1. The catalyst class is: 26. (5) Reactant: [CH2:1]([C:3]1[N:7]([C:8]2[N:16]=[C:15]3[C:11]([N:12]=[C:13]([CH:18]=O)[N:14]3[CH3:17])=[C:10]([N:20]3[CH2:25][CH2:24][O:23][CH2:22][CH2:21]3)[N:9]=2)[C:6]2[CH:26]=[CH:27][CH:28]=[CH:29][C:5]=2[N:4]=1)[CH3:2].[CH3:30][S:31]([CH2:34][CH2:35][N:36]1[CH2:41][CH2:40][NH:39][CH2:38][CH2:37]1)(=[O:33])=[O:32].C(O[BH-](OC(=O)C)OC(=O)C)(=O)C.[Na+]. Product: [CH2:1]([C:3]1[N:7]([C:8]2[N:16]=[C:15]3[C:11]([N:12]=[C:13]([CH2:18][N:39]4[CH2:38][CH2:37][N:36]([CH2:35][CH2:34][S:31]([CH3:30])(=[O:32])=[O:33])[CH2:41][CH2:40]4)[N:14]3[CH3:17])=[C:10]([N:20]3[CH2:21][CH2:22][O:23][CH2:24][CH2:25]3)[N:9]=2)[C:6]2[CH:26]=[CH:27][CH:28]=[CH:29][C:5]=2[N:4]=1)[CH3:2]. The catalyst class is: 26. (6) Reactant: C(N(C(C)C)C(C)C)C.[F:10][C:11]([F:27])([F:26])[C:12]1[CH:13]=[C:14]([CH:22]([OH:25])[CH2:23][OH:24])[CH:15]=[C:16]([C:18]([F:21])([F:20])[F:19])[CH:17]=1.Cl[CH2:29][O:30][CH2:31][CH2:32][Si:33]([CH3:36])([CH3:35])[CH3:34].O. Product: [F:10][C:11]([F:26])([F:27])[C:12]1[CH:13]=[C:14]([CH:22]([CH2:23][O:24][CH2:29][O:30][CH2:31][CH2:32][Si:33]([CH3:36])([CH3:35])[CH3:34])[OH:25])[CH:15]=[C:16]([C:18]([F:20])([F:21])[F:19])[CH:17]=1. The catalyst class is: 4. (7) Reactant: [CH2:1]([O:3][C:4]1[N:8]([C:9]2[C:17]3[O:16][CH2:15][C@@H:14]([N:18](C(=O)C(F)(F)F)[C:19]4[CH:32]=[CH:31][C:22]5[C@H:23]([CH2:26][C:27]([O:29]C)=[O:28])[CH2:24][O:25][C:21]=5[CH:20]=4)[C:13]=3[CH:12]=[CH:11][CH:10]=2)[C:7]2[CH:39]=[CH:40][CH:41]=[CH:42][C:6]=2[N:5]=1)[CH3:2].[OH-].[Na+].Cl. Product: [CH2:1]([O:3][C:4]1[N:8]([C:9]2[C:17]3[O:16][CH2:15][C@@H:14]([NH:18][C:19]4[CH:32]=[CH:31][C:22]5[C@H:23]([CH2:26][C:27]([OH:29])=[O:28])[CH2:24][O:25][C:21]=5[CH:20]=4)[C:13]=3[CH:12]=[CH:11][CH:10]=2)[C:7]2[CH:39]=[CH:40][CH:41]=[CH:42][C:6]=2[N:5]=1)[CH3:2]. The catalyst class is: 193. (8) Reactant: [C:1]([O:5][C:6](=[O:36])[N:7]([CH2:16][C:17]1[CH:18]=[N:19][C:20]([CH3:35])=[C:21]([O:25][CH2:26][C:27]2[CH:32]=[CH:31][CH:30]=[C:29]([C:33]#[N:34])[CH:28]=2)[C:22]=1[CH2:23]O)[C:8]1[CH:13]=[CH:12][C:11]([C:14]#[N:15])=[CH:10][CH:9]=1)([CH3:4])([CH3:3])[CH3:2].COCCN(S(F)(F)[F:47])CCOC.C(=O)(O)[O-].[Na+]. Product: [C:1]([O:5][C:6](=[O:36])[N:7]([CH2:16][C:17]1[CH:18]=[N:19][C:20]([CH3:35])=[C:21]([O:25][CH2:26][C:27]2[CH:32]=[CH:31][CH:30]=[C:29]([C:33]#[N:34])[CH:28]=2)[C:22]=1[CH2:23][F:47])[C:8]1[CH:13]=[CH:12][C:11]([C:14]#[N:15])=[CH:10][CH:9]=1)([CH3:4])([CH3:3])[CH3:2]. The catalyst class is: 4. (9) Reactant: Br[C:2]1[O:6][C:5]([C:7]2[C:12]([C:13]#[N:14])=[C:11]([C:15]3[CH:20]=[CH:19][C:18]([OH:21])=[CH:17][C:16]=3[F:22])[N:10]=[C:9]3[NH:23][N:24]=[C:25]([CH3:26])[C:8]=23)=[CH:4][CH:3]=1.[CH3:27][N:28]1[CH2:33][CH2:32][N:31]([CH:34]2[CH2:39][CH2:38][NH:37][CH2:36][CH2:35]2)[CH2:30][CH2:29]1. Product: [F:22][C:16]1[CH:17]=[C:18]([OH:21])[CH:19]=[CH:20][C:15]=1[C:11]1[N:10]=[C:9]2[NH:23][N:24]=[C:25]([CH3:26])[C:8]2=[C:7]([C:5]2[O:6][C:2]([N:37]3[CH2:36][CH2:35][CH:34]([N:31]4[CH2:30][CH2:29][N:28]([CH3:27])[CH2:33][CH2:32]4)[CH2:39][CH2:38]3)=[CH:3][CH:4]=2)[C:12]=1[C:13]#[N:14]. The catalyst class is: 12. (10) Reactant: Br[C:2]1[CH:3]=[C:4]([C:8]2[CH:13]=[CH:12][CH:11]=[CH:10][C:9]=2[O:14][CH3:15])[CH:5]=[CH:6][CH:7]=1.C([Li])CCC.[CH2:21]([O:28][C:29]1[C:34]([C:35](=[O:37])[CH3:36])=[CH:33][CH:32]=[CH:31][C:30]=1[C:38]1[CH:43]=[CH:42][CH:41]=[CH:40][CH:39]=1)[C:22]1[CH:27]=[CH:26][CH:25]=[CH:24][CH:23]=1.[Cl-].[NH4+]. Product: [CH2:21]([O:28][C:29]1[C:34]([C:35]([C:2]2[CH:3]=[C:4]([C:8]3[CH:13]=[CH:12][CH:11]=[CH:10][C:9]=3[O:14][CH3:15])[CH:5]=[CH:6][CH:7]=2)([OH:37])[CH3:36])=[CH:33][CH:32]=[CH:31][C:30]=1[C:38]1[CH:43]=[CH:42][CH:41]=[CH:40][CH:39]=1)[C:22]1[CH:23]=[CH:24][CH:25]=[CH:26][CH:27]=1. The catalyst class is: 7.